From a dataset of Forward reaction prediction with 1.9M reactions from USPTO patents (1976-2016). Predict the product of the given reaction. (1) Given the reactants BrC1C(N[C@H]2CCCC(S(C)(=O)=O)C2)=NC([Cl:8])=NC=1.[CH3:20][S:21]([N:24]1[CH2:29][CH2:28][CH2:27][C@H:26]([NH:30][C:31]2[C:36]([C:37]3[N:38]=[C:39]4[CH:45]=[CH:44][N:43](COCC[Si](C)(C)C)[C:40]4=[N:41][CH:42]=3)=[CH:35][N:34]=[C:33](SC)[N:32]=2)[CH2:25]1)(=[O:23])=[O:22], predict the reaction product. The product is: [Cl:8][C:33]1[N:32]=[C:31]([NH:30][C@H:26]2[CH2:27][CH2:28][CH2:29][N:24]([S:21]([CH3:20])(=[O:23])=[O:22])[CH2:25]2)[C:36]([C:37]2[N:38]=[C:39]3[CH:45]=[CH:44][NH:43][C:40]3=[N:41][CH:42]=2)=[CH:35][N:34]=1. (2) Given the reactants [CH3:1][N:2]1[CH2:27][CH2:26][C:5]2[N:6]([CH2:14][C:15]([C:18]3[CH:19]=[CH:20][C:21]([C:24]#[N:25])=[N:22][CH:23]=3)([OH:17])[CH3:16])[C:7]3[CH:8]=[CH:9][C:10]([CH3:13])=[CH:11][C:12]=3[C:4]=2[CH2:3]1.[OH-:28].[K+], predict the reaction product. The product is: [CH3:1][N:2]1[CH2:27][CH2:26][C:5]2[N:6]([CH2:14][C:15]([C:18]3[CH:19]=[CH:20][C:21]([C:24]([NH2:25])=[O:28])=[N:22][CH:23]=3)([OH:17])[CH3:16])[C:7]3[CH:8]=[CH:9][C:10]([CH3:13])=[CH:11][C:12]=3[C:4]=2[CH2:3]1. (3) Given the reactants [Br:1][C:2]1[CH:3]=[C:4]2[C:9](=[C:10]([Cl:19])[C:11]=1[CH2:12][N:13]1[CH2:18][CH2:17][NH:16][CH2:15][CH2:14]1)[NH:8][C:7](=[O:20])[N:6]([CH2:21][C:22]1[CH:27]=[C:26]([Cl:28])[CH:25]=[CH:24][C:23]=1[S:29]([CH2:32][CH3:33])(=[O:31])=[O:30])[C:5]2=[O:34].O1CCOC[CH2:36]1, predict the reaction product. The product is: [Br:1][C:2]1[CH:3]=[C:4]2[C:9](=[C:10]([Cl:19])[C:11]=1[CH2:12][N:13]1[CH2:18][CH2:17][N:16]([CH3:36])[CH2:15][CH2:14]1)[NH:8][C:7](=[O:20])[N:6]([CH2:21][C:22]1[CH:27]=[C:26]([Cl:28])[CH:25]=[CH:24][C:23]=1[S:29]([CH2:32][CH3:33])(=[O:31])=[O:30])[C:5]2=[O:34].